This data is from NCI-60 drug combinations with 297,098 pairs across 59 cell lines. The task is: Regression. Given two drug SMILES strings and cell line genomic features, predict the synergy score measuring deviation from expected non-interaction effect. Drug 1: CC(C1=C(C=CC(=C1Cl)F)Cl)OC2=C(N=CC(=C2)C3=CN(N=C3)C4CCNCC4)N. Drug 2: CC12CCC3C(C1CCC2OP(=O)(O)O)CCC4=C3C=CC(=C4)OC(=O)N(CCCl)CCCl.[Na+]. Cell line: NCI/ADR-RES. Synergy scores: CSS=-3.76, Synergy_ZIP=0.594, Synergy_Bliss=-2.83, Synergy_Loewe=-3.95, Synergy_HSA=-4.39.